From a dataset of Full USPTO retrosynthesis dataset with 1.9M reactions from patents (1976-2016). Predict the reactants needed to synthesize the given product. (1) Given the product [OH:16][C:17]1[CH:24]=[CH:23][CH:22]=[C:21]([O:1][CH2:2][C@@H:3]2[CH2:4][CH2:5][CH2:6][C:7](=[O:15])[N:8]2[C:9]2[CH:10]=[CH:11][CH:12]=[CH:13][CH:14]=2)[C:18]=1[CH:19]=[O:20], predict the reactants needed to synthesize it. The reactants are: [OH:1][CH2:2][C@H:3]1[N:8]([C:9]2[CH:14]=[CH:13][CH:12]=[CH:11][CH:10]=2)[C:7](=[O:15])[CH2:6][CH2:5][CH2:4]1.[OH:16][C:17]1[CH:24]=[CH:23][CH:22]=[C:21](O)[C:18]=1[CH:19]=[O:20].C1C=CC(P(C2C=CC=CC=2)C2C=CC=CC=2)=CC=1.CC(OC(/N=N/C(OC(C)C)=O)=O)C. (2) Given the product [Cl:1][C:2]1[CH:8]=[CH:7][C:5]([NH:6][CH2:23][C:24]([O:26][CH2:27][CH3:28])=[O:25])=[C:4]([O:9][C:10]2[CH:15]=[CH:14][C:13]([S:16]([CH2:19][CH3:20])(=[O:17])=[O:18])=[CH:12][C:11]=2[Cl:21])[CH:3]=1, predict the reactants needed to synthesize it. The reactants are: [Cl:1][C:2]1[CH:8]=[CH:7][C:5]([NH2:6])=[C:4]([O:9][C:10]2[CH:15]=[CH:14][C:13]([S:16]([CH2:19][CH3:20])(=[O:18])=[O:17])=[CH:12][C:11]=2[Cl:21])[CH:3]=1.Br[CH2:23][C:24]([O:26][CH2:27][CH3:28])=[O:25].C([O-])(=O)C.[Na+]. (3) Given the product [Cl:30][C:7]1[C:6]2[C:11](=[C:2]([Cl:1])[C:3]([O:21][CH2:22][CH:23]([O:26][CH3:27])[O:24][CH3:25])=[CH:4][CH:5]=2)[N:10]=[C:9]([C:12]2[S:13][CH:14]=[C:15]([CH:17]([CH3:19])[CH3:18])[N:16]=2)[CH:8]=1, predict the reactants needed to synthesize it. The reactants are: [Cl:1][C:2]1[C:3]([O:21][CH2:22][CH:23]([O:26][CH3:27])[O:24][CH3:25])=[CH:4][CH:5]=[C:6]2[C:11]=1[N:10]=[C:9]([C:12]1[S:13][CH:14]=[C:15]([CH:17]([CH3:19])[CH3:18])[N:16]=1)[CH:8]=[C:7]2O.O=P(Cl)(Cl)[Cl:30].CO.C([O-])(O)=O.[Na+]. (4) Given the product [N+:8]([C:11]1[CH:16]=[CH:15][C:14]([N:17]2[CH2:32][CH2:31][C:19]3([NH:23][CH2:22][CH2:21][CH2:20]3)[CH2:18]2)=[CH:13][C:12]=1[O:33][CH:34]([CH3:36])[CH3:35])([O-:10])=[O:9], predict the reactants needed to synthesize it. The reactants are: FC(F)(F)C(O)=O.[N+:8]([C:11]1[CH:16]=[CH:15][C:14]([N:17]2[CH2:32][CH2:31][C:19]3([N:23](C(OC(C)(C)C)=O)[CH2:22][CH2:21][CH2:20]3)[CH2:18]2)=[CH:13][C:12]=1[O:33][CH:34]([CH3:36])[CH3:35])([O-:10])=[O:9].C(=O)([O-])[O-].[K+].[K+]. (5) Given the product [CH3:21][O:20][CH2:19][CH2:18][O:17][CH2:16][CH2:15][O:14][CH2:13][CH2:12][O:11][CH2:10][CH:1]1[O:2][C:3]2=[CH:4][S:5][CH:6]=[C:7]2[O:8][CH2:9]1, predict the reactants needed to synthesize it. The reactants are: [CH3:1][O:2][C:3]1[C:7]([O:8][CH3:9])=[CH:6][S:5][CH:4]=1.[CH3:10][O:11][CH2:12][CH2:13][O:14][CH2:15][CH2:16][O:17][CH2:18][CH2:19][O:20][CH2:21]C(O)CO.C(Cl)Cl. (6) Given the product [Cl:1][C:2]1[C:3]2[CH:13]=[CH:12][CH:11]=[CH:10][C:4]=2[S:5][C:6]=1[C:7]([NH:25][C:26]1[CH:27]=[CH:28][C:29]([C:32](=[O:33])[C:34]2[CH:39]=[CH:38][C:37]([O:40][CH3:41])=[CH:36][CH:35]=2)=[CH:30][CH:31]=1)=[O:9], predict the reactants needed to synthesize it. The reactants are: [Cl:1][C:2]1[C:3]2[CH:13]=[CH:12][CH:11]=[CH:10][C:4]=2[S:5][C:6]=1[C:7]([OH:9])=O.CN(C=O)C.C(Cl)(=O)C(Cl)=O.[NH2:25][C:26]1[CH:31]=[CH:30][C:29]([C:32]([C:34]2[CH:39]=[CH:38][C:37]([O:40][CH3:41])=[CH:36][CH:35]=2)=[O:33])=[CH:28][CH:27]=1. (7) Given the product [Cl:1][C:2]1[CH:7]=[CH:6][C:5]([N:8]2[CH2:24][CH:12]3[CH2:13][N:14]([C:17]([O:19][C:20]([CH3:23])([CH3:21])[CH3:22])=[O:18])[CH2:15][CH2:16][N:11]3[C:9]2=[O:10])=[CH:4][CH:3]=1, predict the reactants needed to synthesize it. The reactants are: [Cl:1][C:2]1[CH:7]=[CH:6][C:5]([NH:8][C:9]([N:11]2[CH2:16][CH2:15][N:14]([C:17]([O:19][C:20]([CH3:23])([CH3:22])[CH3:21])=[O:18])[CH2:13][CH:12]2[CH2:24]O)=[O:10])=[CH:4][CH:3]=1.C1(P(C2C=CC=CC=2)C2C=CC=CC=2)C=CC=CC=1.N(C(OCC)=O)=NC(OCC)=O.C1(C)C=CC=CC=1.O.